From a dataset of Forward reaction prediction with 1.9M reactions from USPTO patents (1976-2016). Predict the product of the given reaction. (1) Given the reactants [Cl-].[C:2]([NH:5][C:6]1[S:7][CH:8]=[C:9]([CH2:11][P+](C2C=CC=CC=2)(C2C=CC=CC=2)C2C=CC=CC=2)[N:10]=1)(=[O:4])[CH3:3].CN(C)C=O.CC(C)([O-])C.[K+].[CH:42]([C:44]1[S:48][C:47](/[CH:49]=[CH:50]/[C:51]([O:53][CH3:54])=[O:52])=[CH:46][CH:45]=1)=O, predict the reaction product. The product is: [C:2]([NH:5][C:6]1[S:7][CH:8]=[C:9](/[CH:11]=[CH:42]/[C:44]2[S:48][C:47](/[CH:49]=[CH:50]/[C:51]([O:53][CH3:54])=[O:52])=[CH:46][CH:45]=2)[N:10]=1)(=[O:4])[CH3:3]. (2) The product is: [CH2:1]([S:3][C:4]1[CH:12]=[CH:11][C:10]([S:13]([CH3:16])(=[O:15])=[O:14])=[CH:9][C:5]=1[C:6]([N:62]1[CH2:63][CH2:64][N:59]([C:50]2[C:49]([F:48])=[CH:54][C:53]([C:55]([F:58])([F:57])[F:56])=[CH:52][N:51]=2)[CH2:60][CH2:61]1)=[O:8])[CH3:2]. Given the reactants [CH2:1]([S:3][C:4]1[CH:12]=[CH:11][C:10]([S:13]([CH3:16])(=[O:15])=[O:14])=[CH:9][C:5]=1[C:6]([OH:8])=O)[CH3:2].CN(C(ON1N=NC2C=CC=CC1=2)=[N+](C)C)C.[B-](F)(F)(F)F.C(N(C(C)C)C(C)C)C.[F:48][C:49]1[C:50]([N:59]2[CH2:64][CH2:63][NH:62][CH2:61][CH2:60]2)=[N:51][CH:52]=[C:53]([C:55]([F:58])([F:57])[F:56])[CH:54]=1, predict the reaction product. (3) Given the reactants [N+:1]([O-:4])(O)=[O:2].OS(O)(=O)=O.[CH3:10][O:11][C:12]1[C:13]([F:23])=[C:14]([CH:18]=[C:19]([F:22])[C:20]=1[F:21])[C:15]([OH:17])=[O:16], predict the reaction product. The product is: [CH3:10][O:11][C:12]1[C:13]([F:23])=[C:14]([C:18]([N+:1]([O-:4])=[O:2])=[C:19]([F:22])[C:20]=1[F:21])[C:15]([OH:17])=[O:16]. (4) Given the reactants N1(C(N2C=CN=C2)=S)C=CN=[CH:2]1.[CH:13]12[CH2:19][CH:16]([CH2:17][CH2:18]1)[CH2:15][CH:14]2[NH2:20].[Cl:21][C:22]1[CH:27]=[CH:26][CH:25]=[C:24]([Cl:28])[C:23]=1[C:29]1[NH:30][C:31]2[CH:37]=[C:36]([C:38]([NH:40][NH2:41])=[O:39])[CH:35]=[CH:34][C:32]=2[N:33]=1.CCN=C=NCCCN(C)C, predict the reaction product. The product is: [CH:13]12[CH2:19][CH:16]([CH2:17][CH2:18]1)[CH2:15][CH:14]2[NH:20][C:2]1[O:39][C:38]([C:36]2[CH:35]=[CH:34][C:32]3[N:33]=[C:29]([C:23]4[C:24]([Cl:28])=[CH:25][CH:26]=[CH:27][C:22]=4[Cl:21])[NH:30][C:31]=3[CH:37]=2)=[N:40][N:41]=1. (5) Given the reactants C(N(CC)CC)C.[CH3:8][S:9](Cl)(=[O:11])=[O:10].[O:13]1[CH2:18][CH2:17][CH2:16][O:15][CH:14]1[CH2:19][C:20]1[CH:25]=[CH:24][C:23]([CH2:26][CH2:27][OH:28])=[CH:22][CH:21]=1, predict the reaction product. The product is: [CH3:8][S:9]([O:28][CH2:27][CH2:26][C:23]1[CH:24]=[CH:25][C:20]([CH2:19][CH:14]2[O:15][CH2:16][CH2:17][CH2:18][O:13]2)=[CH:21][CH:22]=1)(=[O:11])=[O:10]. (6) Given the reactants [C:1]([O:8][CH2:9][CH3:10])(=[O:7])[CH2:2][CH2:3][CH2:4][CH2:5][CH3:6].[K].C(O)(C)C, predict the reaction product. The product is: [C:1]([O:8][CH2:9][CH3:10])(=[O:7])[CH2:2][CH2:3][CH2:4][CH2:5][CH3:6].